This data is from Reaction yield outcomes from USPTO patents with 853,638 reactions. The task is: Predict the reaction yield, written as a fraction of the theoretical maximum amount of product (1.0 means a 100% yield; for example, 0.34 means a 34% yield). (1) The reactants are Cl.C[O:3][C:4](=[O:9])[C@@H:5]([CH2:7][OH:8])[NH2:6].[CH:10](=O)[C:11]1[CH:16]=[CH:15][CH:14]=[CH:13][CH:12]=1.[BH4-].[Na+].[OH-].[Na+].Cl. The catalyst is CO.O. The product is [C:11]1([CH2:10][NH:6][C@@H:5]([C:4]([OH:3])=[O:9])[CH2:7][OH:8])[CH:16]=[CH:15][CH:14]=[CH:13][CH:12]=1. The yield is 0.390. (2) The reactants are [F:1][C:2]1[CH:11]=[C:10]([OH:12])[CH:9]=[CH:8][C:3]=1[C:4]([O:6][CH3:7])=[O:5].C(=O)([O-])[O-].[K+].[K+].I[CH:20]([CH3:22])[CH3:21]. The catalyst is CN(C=O)C.CCOCC. The product is [F:1][C:2]1[CH:11]=[C:10]([O:12][CH:20]([CH3:22])[CH3:21])[CH:9]=[CH:8][C:3]=1[C:4]([O:6][CH3:7])=[O:5]. The yield is 0.830.